From a dataset of Reaction yield outcomes from USPTO patents with 853,638 reactions. Predict the reaction yield, written as a fraction of the theoretical maximum amount of product (1.0 means a 100% yield; for example, 0.34 means a 34% yield). (1) The reactants are [Br:1][C:2]1[CH:3]=[CH:4][C:5](I)=[C:6]([O:8][CH3:9])[CH:7]=1.[CH3:11][C:12]([CH3:14])=[O:13].[Li]CCCC. The catalyst is O1CCCC1. The product is [Br:1][C:2]1[CH:3]=[CH:4][C:5]([C:12]([OH:13])([CH3:14])[CH3:11])=[C:6]([O:8][CH3:9])[CH:7]=1. The yield is 0.250. (2) The reactants are C[O:2][C:3]([C:5]1[CH:6]=[C:7]2[C:13]([Br:14])=[CH:12][S:11][C:8]2=[CH:9][N:10]=1)=[O:4].CO.[OH-].[Na+]. The catalyst is O. The product is [Br:14][C:13]1[C:7]2[C:8](=[CH:9][N:10]=[C:5]([C:3]([OH:4])=[O:2])[CH:6]=2)[S:11][CH:12]=1. The yield is 0.790. (3) The reactants are [CH3:1][C:2]([C:4]1[CH:9]=[CH:8][C:7](F)=[C:6]([N+:11]([O-:13])=[O:12])[CH:5]=1)=[O:3].[NH2:14][C:15]1[CH:16]=[C:17]([N:21]2[CH2:26][CH2:25][N:24]([C:27](=[O:29])[CH3:28])[CH2:23][CH2:22]2)[CH:18]=[CH:19][CH:20]=1.C(N(CC)CC)C. The catalyst is CN1CCCC1=O. The product is [C:27]([N:24]1[CH2:23][CH2:22][N:21]([C:17]2[CH:16]=[C:15]([NH:14][C:7]3[CH:8]=[CH:9][C:4]([C:2](=[O:3])[CH3:1])=[CH:5][C:6]=3[N+:11]([O-:13])=[O:12])[CH:20]=[CH:19][CH:18]=2)[CH2:26][CH2:25]1)(=[O:29])[CH3:28]. The yield is 0.870. (4) The reactants are [CH3:1][CH:2]([CH3:15])[CH2:3][C:4]([N:6]1[CH2:11][CH2:10][CH2:9][C@@H:8]([C:12](O)=[O:13])[CH2:7]1)=[O:5]. The catalyst is C1COCC1. The product is [OH:13][CH2:12][C@@H:8]1[CH2:9][CH2:10][CH2:11][N:6]([C:4](=[O:5])[CH2:3][CH:2]([CH3:1])[CH3:15])[CH2:7]1. The yield is 0.0600. (5) The reactants are [C:1]([C:4]1[NH:8][C:7]([C:9]2[CH:14]=[CH:13][C:12]([Cl:15])=[CH:11][C:10]=2[Cl:16])=[C:6]([C:17]#[N:18])[CH:5]=1)(=[O:3])[CH3:2].C(O[CH:23](OC(C)C)[N:24]([CH3:26])[CH3:25])(C)C. The catalyst is C1(C)C=CC=CC=1. The product is [Cl:16][C:10]1[CH:11]=[C:12]([Cl:15])[CH:13]=[CH:14][C:9]=1[C:7]1[NH:8][C:4]([C:1](=[O:3])/[CH:2]=[CH:23]/[N:24]([CH3:26])[CH3:25])=[CH:5][C:6]=1[C:17]#[N:18]. The yield is 0.910. (6) The reactants are C[O:2][C:3](=O)[C:4]1[CH:9]=[CH:8][C:7]([NH:10][C:11](=[O:26])[CH:12]([C:19]2[CH:24]=[CH:23][C:22]([Cl:25])=[CH:21][CH:20]=2)[CH2:13][CH:14]2[CH2:18][CH2:17][CH2:16][CH2:15]2)=[N:6][CH:5]=1.[H-].[Al+3].[Li+].[H-].[H-].[H-]. The catalyst is O1CCCC1. The product is [Cl:25][C:22]1[CH:21]=[CH:20][C:19]([CH:12]([CH2:13][CH:14]2[CH2:15][CH2:16][CH2:17][CH2:18]2)[C:11]([NH:10][C:7]2[CH:8]=[CH:9][C:4]([CH2:3][OH:2])=[CH:5][N:6]=2)=[O:26])=[CH:24][CH:23]=1. The yield is 0.161. (7) The reactants are Br[C:2]1[CH:3]=[CH:4][C:5]2[N:6]([C:8]([C:11]3[CH:18]=[CH:17][C:14]([C:15]#[N:16])=[CH:13][CH:12]=3)=[CH:9][N:10]=2)[CH:7]=1.[CH3:19][N:20]1[CH2:25][CH2:24][N:23]([C:26]([C:28]2[CH:33]=[CH:32][C:31](B3OC(C)(C)C(C)(C)O3)=[CH:30][CH:29]=2)=[O:27])[CH2:22][CH2:21]1.C([O-])(O)=O.[Na+]. The catalyst is CN(C=O)C.O. The product is [CH3:19][N:20]1[CH2:25][CH2:24][N:23]([C:26]([C:28]2[CH:33]=[CH:32][C:31]([C:2]3[CH:3]=[CH:4][C:5]4[N:6]([C:8]([C:11]5[CH:18]=[CH:17][C:14]([C:15]#[N:16])=[CH:13][CH:12]=5)=[CH:9][N:10]=4)[CH:7]=3)=[CH:30][CH:29]=2)=[O:27])[CH2:22][CH2:21]1. The yield is 0.450. (8) The reactants are [Cu][C:2]#[N:3].[Cl:4][C:5]1[CH:10]=[CH:9][C:8]([N:11]=[N:12][C:13]2[CH:18]=[C:17]([F:19])[C:16]([F:20])=[CH:15][C:14]=2I)=[CH:7][CH:6]=1. The yield is 0.770. The product is [Cl:4][C:5]1[CH:10]=[CH:9][C:8]([N:11]=[N:12][C:13]2[CH:18]=[C:17]([F:19])[C:16]([F:20])=[CH:15][C:14]=2[C:2]#[N:3])=[CH:7][CH:6]=1. The catalyst is C(O)CC.C(Cl)Cl.CCCCCCC. (9) The reactants are [CH2:1]([O:3][C:4]([C:6]1[CH:7]=[N:8][C:9]2[C:14]([C:15]=1Cl)=[CH:13][CH:12]=[CH:11][C:10]=2[O:17][CH3:18])=[O:5])[CH3:2].[CH2:19]([NH2:25])[C:20]1[O:24][CH:23]=[CH:22][CH:21]=1. No catalyst specified. The product is [CH2:1]([O:3][C:4]([C:6]1[CH:7]=[N:8][C:9]2[C:14]([C:15]=1[NH:25][CH2:19][CH:20]1[CH2:21][CH2:22][CH2:23][O:24]1)=[CH:13][CH:12]=[CH:11][C:10]=2[O:17][CH3:18])=[O:5])[CH3:2]. The yield is 1.00.